From a dataset of Full USPTO retrosynthesis dataset with 1.9M reactions from patents (1976-2016). Predict the reactants needed to synthesize the given product. (1) Given the product [F:1][C:2]1[CH:27]=[CH:26][C:5]([CH2:6][NH:7][C:8]([C:10]2[N:11]=[C:12]3[C:18]([CH3:20])([CH3:19])[NH:21][CH2:22][CH2:23][CH2:24][N:13]3[C:14](=[O:17])[C:15]=2[OH:16])=[O:9])=[CH:4][CH:3]=1, predict the reactants needed to synthesize it. The reactants are: [F:1][C:2]1[CH:27]=[CH:26][C:5]([CH2:6][NH:7][C:8]([C:10]2[C:15]([OH:16])=[C:14]([OH:17])[N:13]=[C:12]([C:18]([NH:21][CH2:22][CH2:23][CH2:24]O)([CH3:20])[CH3:19])[N:11]=2)=[O:9])=[CH:4][CH:3]=1.C1(P(C2C=CC=CC=2)C2C=CC=CC=2)C=CC=CC=1.CCOC(/N=N/C(OCC)=O)=O. (2) Given the product [CH3:23][C:24]([CH3:29])([CH3:28])[CH2:25][CH2:26][NH:1][CH2:2][CH:3]1[CH2:12][CH2:11][CH2:10][C:9]2[C:8]([O:13][C:14]3[CH:22]=[CH:21][C:17]([C:18]([NH2:20])=[O:19])=[CH:16][N:15]=3)=[CH:7][CH:6]=[CH:5][C:4]1=2, predict the reactants needed to synthesize it. The reactants are: [NH2:1][CH2:2][CH:3]1[CH2:12][CH2:11][CH2:10][C:9]2[C:8]([O:13][C:14]3[CH:22]=[CH:21][C:17]([C:18]([NH2:20])=[O:19])=[CH:16][N:15]=3)=[CH:7][CH:6]=[CH:5][C:4]1=2.[CH3:23][C:24]([CH3:29])([CH3:28])[CH2:25][CH:26]=O.[BH4-].[Na+]. (3) Given the product [CH3:1][C:2]1([CH3:20])[C:10]2[C:5](=[CH:6][CH:7]=[C:8]([C:23]#[C:22][CH2:21][O:24][CH:25]3[CH2:30][CH2:29][CH2:28][CH2:27][O:26]3)[CH:9]=2)[C:4](=[O:19])[O:3]1, predict the reactants needed to synthesize it. The reactants are: [CH3:1][C:2]1([CH3:20])[C:10]2[C:5](=[CH:6][CH:7]=[C:8](OS(C(F)(F)F)(=O)=O)[CH:9]=2)[C:4](=[O:19])[O:3]1.[CH2:21]([O:24][CH:25]1[CH2:30][CH2:29][CH2:28][CH2:27][O:26]1)[C:22]#[CH:23].C(N(CC)CC)C.CO. (4) The reactants are: [NH2:1][C@H:2]1[CH2:6][CH2:5][N:4]([C@H:7]2[CH2:12][CH2:11][C@@H:10]([O:13][CH3:14])[CH2:9][C@H:8]2[CH2:15][NH:16][C:17](=[O:19])[CH3:18])[C:3]1=[O:20].C(N(CC)CC)C.Cl[C:29]1[C:38]2[C:33](=[CH:34][CH:35]=[C:36]([C:39]([F:42])([F:41])[F:40])[CH:37]=2)[N:32]=[CH:31][N:30]=1. Given the product [CH3:14][O:13][C@H:10]1[CH2:9][C@@H:8]([CH2:15][NH:16][C:17](=[O:19])[CH3:18])[C@@H:7]([N:4]2[CH2:5][CH2:6][C@H:2]([NH:1][C:29]3[C:38]4[C:33](=[CH:34][CH:35]=[C:36]([C:39]([F:41])([F:42])[F:40])[CH:37]=4)[N:32]=[CH:31][N:30]=3)[C:3]2=[O:20])[CH2:12][CH2:11]1, predict the reactants needed to synthesize it. (5) Given the product [Cl:1][C:2]1[CH:27]=[C:26]([F:28])[CH:25]=[CH:24][C:3]=1[O:4][C:5]1[CH:10]=[CH:9][CH:8]=[CH:7][C:6]=1[NH:11][S:12]([C:15]1[CH:16]=[CH:17][C:18]([C:19]([NH:43][CH2:42][CH2:41][N:38]2[CH2:37][CH2:36][N:35]([C:30]3[N:29]=[CH:34][CH:33]=[CH:32][N:31]=3)[CH2:40][CH2:39]2)=[O:21])=[CH:22][CH:23]=1)(=[O:13])=[O:14], predict the reactants needed to synthesize it. The reactants are: [Cl:1][C:2]1[CH:27]=[C:26]([F:28])[CH:25]=[CH:24][C:3]=1[O:4][C:5]1[CH:10]=[CH:9][CH:8]=[CH:7][C:6]=1[NH:11][S:12]([C:15]1[CH:23]=[CH:22][C:18]([C:19]([OH:21])=O)=[CH:17][CH:16]=1)(=[O:14])=[O:13].[N:29]1[CH:34]=[CH:33][CH:32]=[N:31][C:30]=1[N:35]1[CH2:40][CH2:39][N:38]([CH2:41][CH2:42][NH2:43])[CH2:37][CH2:36]1. (6) Given the product [C:3]([O:7][C:8](=[O:22])[N:9]([C:31]([C:29]1[N:30]=[C:26]([CH3:25])[O:27][C:28]=1[C:34]1[CH:35]=[C:36]([CH3:40])[CH:37]=[CH:38][CH:39]=1)=[O:32])[C:10]1[N:11]=[C:12]([CH2:15][CH2:16][CH2:17][CH2:18][C:19](=[O:21])[CH3:20])[O:13][CH:14]=1)([CH3:6])([CH3:4])[CH3:5], predict the reactants needed to synthesize it. The reactants are: N#N.[C:3]([O:7][C:8](=[O:22])[NH:9][C:10]1[N:11]=[C:12]([CH2:15][CH2:16][CH2:17][CH2:18][C:19](=[O:21])[CH3:20])[O:13][CH:14]=1)([CH3:6])([CH3:5])[CH3:4].[H-].[Na+].[CH3:25][C:26]1[O:27][C:28]([C:34]2[CH:35]=[C:36]([CH3:40])[CH:37]=[CH:38][CH:39]=2)=[C:29]([C:31](Cl)=[O:32])[N:30]=1.